From a dataset of Reaction yield outcomes from USPTO patents with 853,638 reactions. Predict the reaction yield, written as a fraction of the theoretical maximum amount of product (1.0 means a 100% yield; for example, 0.34 means a 34% yield). (1) The reactants are [Cl:1][C:2]1[N:7]=[CH:6][C:5]2[C:8](I)=[N:9][N:10]([CH:11]([CH3:13])[CH3:12])[C:4]=2[CH:3]=1.C1(P(C2C=CC=CC=2)C2C3OC4C(=CC=CC=4P(C4C=CC=CC=4)C4C=CC=CC=4)C(C)(C)C=3C=CC=2)C=CC=CC=1.C(=O)([O-])[O-].[Cs+].[Cs+].Cl.[CH3:64][C:65]1([OH:69])[CH2:68][NH:67][CH2:66]1. The catalyst is O1CCOCC1.C1C=CC(/C=C/C(/C=C/C2C=CC=CC=2)=O)=CC=1.C1C=CC(/C=C/C(/C=C/C2C=CC=CC=2)=O)=CC=1.C1C=CC(/C=C/C(/C=C/C2C=CC=CC=2)=O)=CC=1.[Pd].[Pd]. The product is [Cl:1][C:2]1[N:7]=[CH:6][C:5]2[C:8]([N:67]3[CH2:68][C:65]([CH3:64])([OH:69])[CH2:66]3)=[N:9][N:10]([CH:11]([CH3:13])[CH3:12])[C:4]=2[CH:3]=1. The yield is 0.460. (2) The reactants are [Cl:1][C:2]1[N:7]=[CH:6][C:5]([S:8](Cl)(=[O:10])=[O:9])=[CH:4][CH:3]=1.[OH-].[NH4+:13]. The catalyst is CCOC(C)=O. The product is [Cl:1][C:2]1[N:7]=[CH:6][C:5]([S:8]([NH2:13])(=[O:10])=[O:9])=[CH:4][CH:3]=1. The yield is 0.690. (3) The reactants are C[O:2][C:3]1[CH:8]=[CH:7][C:6]([C:9]2([C:12]([O:14][CH3:15])=[O:13])[CH2:11][CH2:10]2)=[CH:5][CH:4]=1.CCS.[Al+3].[Cl-].[Cl-].[Cl-]. The catalyst is ClCCl. The product is [CH3:15][O:14][C:12]([C:9]1([C:6]2[CH:5]=[CH:4][C:3]([OH:2])=[CH:8][CH:7]=2)[CH2:10][CH2:11]1)=[O:13]. The yield is 0.950. (4) The reactants are [F:1][C:2]1[CH:7]=[CH:6][C:5]([C:8](=[O:10])[CH3:9])=[C:4]([OH:11])[CH:3]=1.[F:12][C:13]([F:17])([F:16])[CH2:14]I.C(=O)([O-])[O-].[K+].[K+]. The catalyst is CN(C)C=O. The product is [F:1][C:2]1[CH:7]=[CH:6][C:5]([C:8](=[O:10])[CH3:9])=[C:4]([O:11][CH2:14][C:13]([F:17])([F:16])[F:12])[CH:3]=1. The yield is 0.200.